Task: Predict which catalyst facilitates the given reaction.. Dataset: Catalyst prediction with 721,799 reactions and 888 catalyst types from USPTO Reactant: [OH:1][C:2]1[CH:10]=[CH:9][C:5]([C:6]([OH:8])=[O:7])=[CH:4][N:3]=1.CC(C)([O-])C.[K+].[CH3:17][O:18][C:19]1[CH:26]=[CH:25][C:22]([CH2:23]Cl)=[CH:21][CH:20]=1. Product: [CH3:17][O:18][C:19]1[CH:26]=[CH:25][C:22]([CH2:23][O:7][C:6]([C:5]2[CH:9]=[CH:10][C:2](=[O:1])[NH:3][CH:4]=2)=[O:8])=[CH:21][CH:20]=1. The catalyst class is: 3.